From a dataset of Full USPTO retrosynthesis dataset with 1.9M reactions from patents (1976-2016). Predict the reactants needed to synthesize the given product. (1) Given the product [N:1]([CH2:4][CH2:5][CH2:6][CH2:7][CH2:8][C:9]([OH:11])=[O:10])=[N+:2]=[N-:3], predict the reactants needed to synthesize it. The reactants are: [N:1]([CH2:4][CH2:5][CH2:6][CH2:7][CH2:8][C:9]([O:11]C)=[O:10])=[N+:2]=[N-:3].CO.O.[Li+].[OH-]. (2) Given the product [O:42]1[C:46]2[CH:47]=[CH:48][CH:49]=[CH:50][C:45]=2[CH2:44][CH:43]1[C:51]([CH3:62])([CH3:61])[CH2:52][C:53]([OH:60])([C:56]([F:58])([F:59])[F:57])[CH:54]=[O:55], predict the reactants needed to synthesize it. The reactants are: O1C2C=CC=C(C(C)(C)CC(O)(C(F)(F)F)CO)C=2OC1.C(OC(=O)C(=O)CC(C1CC2C=CC=CC=2O1)(C)C)C.[O:42]1[C:46]2[CH:47]=[CH:48][CH:49]=[CH:50][C:45]=2[CH2:44][CH:43]1[C:51]([CH3:62])([CH3:61])[CH2:52][C:53]([OH:60])([C:56]([F:59])([F:58])[F:57])[CH2:54][OH:55]. (3) The reactants are: C([NH:4][C@:5]1([C:22](NC(C)(C)C)=[O:23])[C@@H:9]([CH2:10][CH2:11][CH2:12][B:13]2[O:17]C(C)(C)C(C)(C)[O:14]2)[CH2:8][NH:7][CH2:6]1)(=O)C.S([O-])([O-])(=O)=O.[Na+].[Na+].[CH3:36][N:37]([CH3:44])[CH2:38][C:39]([CH3:43])([CH3:42])[CH:40]=O.C(O[BH-](OC(=O)C)OC(=O)C)(=[O:47])C.[Na+].C(=O)([O-])[O-].[Na+].[Na+]. Given the product [NH2:4][C@:5]1([C:22]([OH:23])=[O:47])[C@@H:9]([CH2:10][CH2:11][CH2:12][B:13]([OH:14])[OH:17])[CH2:8][N:7]([CH2:40][C:39]([CH3:43])([CH3:42])[CH2:38][N:37]([CH3:44])[CH3:36])[CH2:6]1, predict the reactants needed to synthesize it.